Dataset: Forward reaction prediction with 1.9M reactions from USPTO patents (1976-2016). Task: Predict the product of the given reaction. (1) Given the reactants F[C:2]1[CH:9]=[CH:8][C:7]([N+:10]([O-:12])=[O:11])=[CH:6][C:3]=1[C:4]#[N:5].C(O)(=O)C(O)=O.[CH2:19]([NH:21][NH2:22])[CH3:20].C([O-])([O-])=O.[K+].[K+], predict the reaction product. The product is: [CH2:19]([N:21]1[C:2]2[C:3](=[CH:6][C:7]([N+:10]([O-:12])=[O:11])=[CH:8][CH:9]=2)[C:4]([NH2:5])=[N:22]1)[CH3:20]. (2) Given the reactants [C:1]1(B(O)O)[CH:6]=[CH:5][CH:4]=[CH:3][CH:2]=1.C(O)(=O)CCCCCCCCCCCCC.N1C(C)=CC=CC=1C.[C:34]([C:42]1[CH:43]=[N:44][C:45]2[C:50]([C:51]=1[C:52]1[CH:53]=[C:54]([NH:58]CC3C=CC(CC([O-])=O)=CC=3)[CH:55]=[CH:56][CH:57]=1)=[CH:49][CH:48]=[CH:47][C:46]=2[C:70]([F:73])([F:72])[F:71])(=[O:41])[C:35]1[CH:40]=[CH:39][CH:38]=[CH:37][CH:36]=1, predict the reaction product. The product is: [NH:58]([C:54]1[CH:53]=[C:52]([C:51]2[C:50]3[C:45](=[C:46]([C:70]([F:73])([F:71])[F:72])[CH:47]=[CH:48][CH:49]=3)[N:44]=[CH:43][C:42]=2[C:34]([C:35]2[CH:36]=[CH:37][CH:38]=[CH:39][CH:40]=2)=[O:41])[CH:57]=[CH:56][CH:55]=1)[C:1]1[CH:6]=[CH:5][CH:4]=[CH:3][CH:2]=1. (3) Given the reactants [CH:1]([C:4]1[CH:5]=[C:6]([CH:8]=[CH:9][CH:10]=1)[NH2:7])([CH3:3])[CH3:2].[CH:11](OCC)(OCC)OCC.[N+:21]([CH2:24]C(OCC)=O)([O-])=O.[C:30]([OH:33])(=[O:32])[CH3:31], predict the reaction product. The product is: [CH:1]([C:4]1[CH:5]=[C:6]([N:7]2[CH:11]=[C:31]([C:30]([OH:33])=[O:32])[N:21]=[CH:24]2)[CH:8]=[CH:9][CH:10]=1)([CH3:3])[CH3:2].